This data is from Catalyst prediction with 721,799 reactions and 888 catalyst types from USPTO. The task is: Predict which catalyst facilitates the given reaction. (1) Product: [CH:19]1([NH:25][C:8]([CH:4]2[CH2:5][CH2:6][CH2:7][C:2]([C:11]3[CH:16]=[CH:15][C:14]([O:17][CH3:18])=[CH:13][CH:12]=3)=[CH:3]2)=[O:10])[CH2:24][CH2:23][CH2:22][CH2:21][CH2:20]1. Reactant: O[C:2]1([C:11]2[CH:16]=[CH:15][C:14]([O:17][CH3:18])=[CH:13][CH:12]=2)[CH2:7][CH2:6][CH2:5][CH:4]([C:8]([OH:10])=O)[CH2:3]1.[CH:19]1([NH2:25])[CH2:24][CH2:23][CH2:22][CH2:21][CH2:20]1.F[P-](F)(F)(F)(F)F.N1(O[P+](N(C)C)(N(C)C)N(C)C)C2C=CC=CC=2N=N1.C(N(CC)C(C)C)(C)C. The catalyst class is: 2. (2) Reactant: [OH:1][C:2]1[N:6]([C:7]([CH3:16])([CH3:15])[CH2:8][C:9]2[CH:14]=[CH:13][CH:12]=[CH:11][CH:10]=2)[N:5]=[C:4]([CH:17]([CH3:19])[CH3:18])[C:3]=1[C:20](=O)[CH3:21].Cl.[CH3:24][O:25][NH2:26].C([O-])(=O)C.[Na+].O. Product: [CH3:24][O:25][N:26]=[C:20]([C:3]1[C:4]([CH:17]([CH3:19])[CH3:18])=[N:5][N:6]([C:7]([CH3:16])([CH3:15])[CH2:8][C:9]2[CH:10]=[CH:11][CH:12]=[CH:13][CH:14]=2)[C:2]=1[OH:1])[CH3:21]. The catalyst class is: 8.